From a dataset of TCR-epitope binding with 47,182 pairs between 192 epitopes and 23,139 TCRs. Binary Classification. Given a T-cell receptor sequence (or CDR3 region) and an epitope sequence, predict whether binding occurs between them. (1) The TCR CDR3 sequence is CASSPIVDRNTDTQYF. The epitope is TTLPVNVAF. Result: 0 (the TCR does not bind to the epitope). (2) The epitope is CINGVCWTV. The TCR CDR3 sequence is CASSAGQGGEHQPQHF. Result: 1 (the TCR binds to the epitope). (3) The epitope is ISDYDYYRY. The TCR CDR3 sequence is CASSHPTGEDYGYTF. Result: 1 (the TCR binds to the epitope). (4) The epitope is KAYNVTQAF. The TCR CDR3 sequence is CASSRGQGETNEQFF. Result: 1 (the TCR binds to the epitope). (5) The epitope is SSNVANYQK. The TCR CDR3 sequence is CASSYYSSNYGYTF. Result: 0 (the TCR does not bind to the epitope). (6) The epitope is NLSALGIFST. The TCR CDR3 sequence is CSAEREISYEQYF. Result: 1 (the TCR binds to the epitope). (7) The epitope is IVTDFSVIK. The TCR CDR3 sequence is CASSLVPEEQYF. Result: 0 (the TCR does not bind to the epitope).